Task: Predict the reactants needed to synthesize the given product.. Dataset: Full USPTO retrosynthesis dataset with 1.9M reactions from patents (1976-2016) Given the product [C:40]([O:43][C:44]([CH3:49])([CH3:48])[C:45]([N:23]1[CH2:22][CH2:21][N:20]([C:17]2[CH:18]=[C:19]3[C:14](=[CH:15][C:16]=2[O:26][CH3:27])[N:13]=[N:12][C:11]([C:28](=[O:29])[NH2:30])=[C:10]3[NH:9][C:3]2[CH:4]=[CH:5][C:6]([CH3:8])=[CH:7][C:2]=2[F:1])[CH2:25][CH2:24]1)=[O:46])(=[O:42])[CH3:41], predict the reactants needed to synthesize it. The reactants are: [F:1][C:2]1[CH:7]=[C:6]([CH3:8])[CH:5]=[CH:4][C:3]=1[NH:9][C:10]1[C:19]2[C:14](=[CH:15][C:16]([O:26][CH3:27])=[C:17]([N:20]3[CH2:25][CH2:24][NH:23][CH2:22][CH2:21]3)[CH:18]=2)[N:13]=[N:12][C:11]=1[C:28]([NH2:30])=[O:29].C(N(CC)C(C)C)(C)C.[C:40]([O:43][C:44]([CH3:49])([CH3:48])[C:45](Cl)=[O:46])(=[O:42])[CH3:41].